Dataset: Peptide-MHC class II binding affinity with 134,281 pairs from IEDB. Task: Regression. Given a peptide amino acid sequence and an MHC pseudo amino acid sequence, predict their binding affinity value. This is MHC class II binding data. (1) The peptide sequence is EWVAMTKGEGGVWTFDSEEP. The MHC is DRB1_1201 with pseudo-sequence DRB1_1201. The binding affinity (normalized) is 0. (2) The peptide sequence is TLWQRPLVTIKIGGQLMEAL. The MHC is HLA-DPA10103-DPB10401 with pseudo-sequence HLA-DPA10103-DPB10401. The binding affinity (normalized) is 0.524.